This data is from Full USPTO retrosynthesis dataset with 1.9M reactions from patents (1976-2016). The task is: Predict the reactants needed to synthesize the given product. The reactants are: Br[CH:2]1[C:14]2[C:5](=[CH:6][C:7]3[CH:8]=[N:9][C:10]([CH:15]4[CH2:19][CH2:18][N:17]([CH2:20][C:21]([N:23]5[CH2:28][CH2:27][N:26]([C:29]6[CH:34]=[CH:33][C:32]([C:35]7[N:40]=[CH:39][C:38]([F:41])=[CH:37][N:36]=7)=[CH:31][CH:30]=6)[CH2:25][CH2:24]5)=[O:22])[CH2:16]4)=[N:11][C:12]=3[CH:13]=2)[N:4]([C:42]([C:55]2[CH:60]=[CH:59][CH:58]=[CH:57][CH:56]=2)([C:49]2[CH:54]=[CH:53][CH:52]=[CH:51][CH:50]=2)[C:43]2[CH:48]=[CH:47][CH:46]=[CH:45][CH:44]=2)[NH:3]1.O.[N:62]1[CH:67]=[CH:66][C:65](B(O)O)=[CH:64][CH:63]=1.[O-]P([O-])([O-])=O.[K+].[K+].[K+]. Given the product [F:41][C:38]1[CH:37]=[N:36][C:35]([C:32]2[CH:33]=[CH:34][C:29]([N:26]3[CH2:27][CH2:28][N:23]([C:21](=[O:22])[CH2:20][N:17]4[CH2:18][CH2:19][CH:15]([C:10]5[N:9]=[CH:8][C:7]6[CH:6]=[C:5]7[N:4]([C:42]([C:55]8[CH:56]=[CH:57][CH:58]=[CH:59][CH:60]=8)([C:43]8[CH:48]=[CH:47][CH:46]=[CH:45][CH:44]=8)[C:49]8[CH:54]=[CH:53][CH:52]=[CH:51][CH:50]=8)[N:3]=[C:2]([C:65]8[CH:66]=[CH:67][N:62]=[CH:63][CH:64]=8)[C:14]7=[CH:13][C:12]=6[N:11]=5)[CH2:16]4)[CH2:24][CH2:25]3)=[CH:30][CH:31]=2)=[N:40][CH:39]=1, predict the reactants needed to synthesize it.